This data is from Experimentally validated miRNA-target interactions with 360,000+ pairs, plus equal number of negative samples. The task is: Binary Classification. Given a miRNA mature sequence and a target amino acid sequence, predict their likelihood of interaction. The protein sequence of the target gene is MVALSLKICVRHCNVVKTMQFEPSTAVYDACRVIRERVPEAQTGQASDYGLFLSDEDPRKGIWLEAGRTLDYYMLRNGDILEYKKKQRPQKIRMLDGSVKTVMVDDSKTVGELLVTICSRIGITNYEEYSLIQETIEEKKEEGTGTLKKDRTLLRDERKMEKLKAKLHTDDDLNWLDHSRTFREQGVDENETLLLRRKFFYSDQNVDSRDPVQLNLLYVQARDDILNGSHPVSFEKACEFGGFQAQIQFGPHVEHKHKPGFLDLKEFLPKEYIKQRGAEKRIFQEHKNCGEMSEIEAKVK.... Result: 1 (interaction). The miRNA is hsa-miR-6508-3p with sequence UGGGCCAUGCAUUUCUAGAACU.